This data is from Forward reaction prediction with 1.9M reactions from USPTO patents (1976-2016). The task is: Predict the product of the given reaction. (1) Given the reactants [C:9](O[C:9]([O:11][C:12]([CH3:15])([CH3:14])[CH3:13])=[O:10])([O:11][C:12]([CH3:15])([CH3:14])[CH3:13])=[O:10].C(N(CC)CC)C.[Br:23][C:24]1[CH:39]=[C:38]2[C:27]([CH2:28][C:29]([CH3:41])([CH3:40])[CH2:30][C:31]32[CH2:36][CH2:35][S:34][C:33]([NH2:37])=[N:32]3)=[CH:26][CH:25]=1.C1COCC1, predict the reaction product. The product is: [Br:23][C:24]1[CH:39]=[C:38]2[C:27]([CH2:28][C:29]([CH3:41])([CH3:40])[CH2:30][C:31]32[CH2:36][CH2:35][S:34][C:33]([NH:37][C:9](=[O:10])[O:11][C:12]([CH3:13])([CH3:14])[CH3:15])=[N:32]3)=[CH:26][CH:25]=1. (2) Given the reactants [Cl:1][C:2]1[CH:7]=[CH:6][C:5]([S:8]([NH:11][C@@H:12]2[CH2:18][C:17]([F:20])([F:19])[CH2:16][CH2:15][NH:14][C:13]2=[O:21])(=[O:10])=[O:9])=[CH:4][CH:3]=1.[CH3:22][S:23]([C:26]1[CH:33]=[CH:32][C:29]([CH2:30]Br)=[CH:28][CH:27]=1)(=[O:25])=[O:24], predict the reaction product. The product is: [Cl:1][C:2]1[CH:7]=[CH:6][C:5]([S:8]([N:11]([C@@H:12]2[CH2:18][C:17]([F:19])([F:20])[CH2:16][CH2:15][NH:14][C:13]2=[O:21])[CH2:30][C:29]2[CH:28]=[CH:27][C:26]([S:23]([CH3:22])(=[O:25])=[O:24])=[CH:33][CH:32]=2)(=[O:9])=[O:10])=[CH:4][CH:3]=1. (3) Given the reactants [NH2:1][C:2]1[N:3]=[N:4][C:5]([I:8])=[CH:6][CH:7]=1.[C:9]([O:13][C:14](=[O:20])[NH:15][C:16](=O)[CH2:17]Cl)([CH3:12])([CH3:11])[CH3:10].P([O-])([O-])(O)=O.[Na+].[Na+].O, predict the reaction product. The product is: [C:9]([O:13][C:14](=[O:20])[NH:15][C:16]1[N:1]=[C:2]2[CH:7]=[CH:6][C:5]([I:8])=[N:4][N:3]2[CH:17]=1)([CH3:12])([CH3:11])[CH3:10]. (4) Given the reactants COC1C=CC(C[N:8]2[C:13](=[O:14])[C:12]([C:15]3[CH:24]=[CH:23][C:18]([C:19]([O:21][CH3:22])=[O:20])=[CH:17][CH:16]=3)=[CH:11][N:10]=[CH:9]2)=CC=1, predict the reaction product. The product is: [O:14]=[C:13]1[NH:8][CH:9]=[N:10][CH:11]=[C:12]1[C:15]1[CH:16]=[CH:17][C:18]([C:19]([O:21][CH3:22])=[O:20])=[CH:23][CH:24]=1.